Dataset: Full USPTO retrosynthesis dataset with 1.9M reactions from patents (1976-2016). Task: Predict the reactants needed to synthesize the given product. Given the product [Cl:1][C:2]1[CH:3]=[C:4]2[C:12](=[CH:13][CH:14]=1)[NH:11][C:10]1[CH:9]([NH:16][C:17]3[CH:22]=[CH:21][CH:20]=[CH:19][CH:18]=3)[CH2:8][CH2:7][CH2:6][C:5]2=1, predict the reactants needed to synthesize it. The reactants are: [Cl:1][C:2]1[CH:3]=[C:4]2[C:12](=[CH:13][CH:14]=1)[NH:11][C:10]1[C:9](=O)[CH2:8][CH2:7][CH2:6][C:5]2=1.[NH2:16][C:17]1[CH:22]=[CH:21][CH:20]=[CH:19][CH:18]=1.